From a dataset of Peptide-MHC class II binding affinity with 134,281 pairs from IEDB. Regression. Given a peptide amino acid sequence and an MHC pseudo amino acid sequence, predict their binding affinity value. This is MHC class II binding data. (1) The peptide sequence is WEALKYLWNLLQYWGQELK. The MHC is HLA-DPA10301-DPB10402 with pseudo-sequence HLA-DPA10301-DPB10402. The binding affinity (normalized) is 0.199. (2) The peptide sequence is AVHVWLRLPAGRVEI. The MHC is HLA-DQA10201-DQB10202 with pseudo-sequence HLA-DQA10201-DQB10202. The binding affinity (normalized) is 0.0499. (3) The peptide sequence is NLMGKTLILLETFVR. The MHC is H-2-IAb with pseudo-sequence H-2-IAb. The binding affinity (normalized) is 0.0573. (4) The peptide sequence is KVTAKGVSEANTCAA. The MHC is HLA-DQA10101-DQB10501 with pseudo-sequence HLA-DQA10101-DQB10501. The binding affinity (normalized) is 0.0650. (5) The peptide sequence is GKKEEKKEEKKESGD. The MHC is DRB3_0101 with pseudo-sequence DRB3_0101. The binding affinity (normalized) is 0. (6) The peptide sequence is DSLMILAQALVSDRP. The MHC is DRB1_0101 with pseudo-sequence DRB1_0101. The binding affinity (normalized) is 0.777. (7) The peptide sequence is EKKYFAATQFEPLDA. The MHC is HLA-DPA10103-DPB10401 with pseudo-sequence HLA-DPA10103-DPB10401. The binding affinity (normalized) is 1.00.